Dataset: Reaction yield outcomes from USPTO patents with 853,638 reactions. Task: Predict the reaction yield, written as a fraction of the theoretical maximum amount of product (1.0 means a 100% yield; for example, 0.34 means a 34% yield). (1) No catalyst specified. The reactants are [CH2:1]([N:5]1[C:10](=[O:11])[C:9]([CH2:12]OS(C)(=O)=O)=[CH:8][C:7]([C:18]2[CH:23]=[CH:22][CH:21]=[CH:20][CH:19]=2)=[N:6]1)[CH:2]([CH3:4])[CH3:3].[CH3:24][NH:25][CH3:26]. The yield is 0.811. The product is [CH3:24][N:25]([CH2:12][C:9]1[C:10](=[O:11])[N:5]([CH2:1][CH:2]([CH3:4])[CH3:3])[N:6]=[C:7]([C:18]2[CH:23]=[CH:22][CH:21]=[CH:20][CH:19]=2)[CH:8]=1)[CH3:26]. (2) The reactants are Cl[C:2]1[N:3]=[CH:4][C:5]2[C:10]([CH:11]=1)=[C:9]([C:12]1[CH:13]=[N:14][N:15]([CH3:17])[CH:16]=1)[CH:8]=[CH:7][CH:6]=2.[CH3:18][O:19][C:20]1[CH:26]=[C:25]([O:27][CH:28]2[CH2:33][CH2:32][N:31]([CH3:34])[CH2:30][CH2:29]2)[CH:24]=[CH:23][C:21]=1[NH2:22]. No catalyst specified. The product is [CH3:18][O:19][C:20]1[CH:26]=[C:25]([O:27][CH:28]2[CH2:33][CH2:32][N:31]([CH3:34])[CH2:30][CH2:29]2)[CH:24]=[CH:23][C:21]=1[NH:22][C:2]1[N:3]=[CH:4][C:5]2[C:10]([CH:11]=1)=[C:9]([C:12]1[CH:13]=[N:14][N:15]([CH3:17])[CH:16]=1)[CH:8]=[CH:7][CH:6]=2. The yield is 0.0500.